This data is from Full USPTO retrosynthesis dataset with 1.9M reactions from patents (1976-2016). The task is: Predict the reactants needed to synthesize the given product. (1) Given the product [Br:31][C:6]1[CH:7]=[C:8]([CH:14]2[C:23]3[C:22](=[O:24])[CH2:21][CH:20]([CH2:25][CH2:26][CH3:27])[CH2:19][C:18]=3[NH:17][C:16]([CH3:28])=[C:15]2[C:29]#[N:30])[CH:9]=[C:10]([O:11][CH2:12][CH3:13])[C:5]=1[O:4][CH2:3][CH2:2][NH:1][S:40]([CH3:39])(=[O:42])=[O:41], predict the reactants needed to synthesize it. The reactants are: [NH2:1][CH2:2][CH2:3][O:4][C:5]1[C:10]([O:11][CH2:12][CH3:13])=[CH:9][C:8]([CH:14]2[C:23]3[C:22](=[O:24])[CH2:21][CH:20]([CH2:25][CH2:26][CH3:27])[CH2:19][C:18]=3[NH:17][C:16]([CH3:28])=[C:15]2[C:29]#[N:30])=[CH:7][C:6]=1[Br:31].C(N(CC)CC)C.[CH3:39][S:40](Cl)(=[O:42])=[O:41]. (2) Given the product [CH:2]([C:3]1[CH:4]=[CH:5][C:6]([NH:9][S:10]([C:13]2[CH:18]=[CH:17][CH:16]=[CH:15][N:14]=2)(=[O:12])=[O:11])=[CH:7][CH:8]=1)=[O:1], predict the reactants needed to synthesize it. The reactants are: [OH:1][CH2:2][C:3]1[CH:8]=[CH:7][C:6]([NH:9][S:10]([C:13]2[CH:18]=[CH:17][CH:16]=[CH:15][N:14]=2)(=[O:12])=[O:11])=[CH:5][CH:4]=1.N1C=CC=CC=1.CC(OI1(OC(C)=O)(OC(C)=O)OC(=O)C2C=CC=CC1=2)=O. (3) Given the product [C:23]([O:22][C:20]([N:18]1[CH2:19][CH:16]([CH2:15][N:8]2[CH:7]=[CH:6][C:5]3[C:10](=[CH:11][CH:12]=[CH:13][C:4]=3[NH2:1])[C:9]2=[O:14])[CH2:17]1)=[O:21])([CH3:26])([CH3:24])[CH3:25], predict the reactants needed to synthesize it. The reactants are: [N+:1]([C:4]1[CH:13]=[CH:12][CH:11]=[C:10]2[C:5]=1[CH:6]=[CH:7][N:8]([CH2:15][CH:16]1[CH2:19][N:18]([C:20]([O:22][C:23]([CH3:26])([CH3:25])[CH3:24])=[O:21])[CH2:17]1)[C:9]2=[O:14])([O-])=O.CO. (4) The reactants are: [F:1][CH2:2][CH2:3][CH2:4]O.CC(OI1(OC(C)=O)(OC(C)=O)OC(=O)C2C=CC=CC1=2)=O.[CH3:28][O:29][C:30]1[CH:49]=[CH:48][C:33]2[N:34]=[C:35]3[N:40]=[C:39]([C:41]4[CH:47]=[CH:46][C:44]([NH2:45])=[CH:43][CH:42]=4)[CH:38]=[CH:37][N:36]3[C:32]=2[CH:31]=1.[BH-](OC(C)=O)(OC(C)=O)OC(C)=O.[Na+]. Given the product [F:1][CH2:2][CH2:3][CH2:4][NH:45][C:44]1[CH:46]=[CH:47][C:41]([C:39]2[CH:38]=[CH:37][N:36]3[C:32]4[CH:31]=[C:30]([O:29][CH3:28])[CH:49]=[CH:48][C:33]=4[N:34]=[C:35]3[N:40]=2)=[CH:42][CH:43]=1, predict the reactants needed to synthesize it. (5) Given the product [CH3:10][O:9][C:7]1[CH:6]=[C:5]([C:11]([CH3:23])([CH3:22])[CH2:12][CH2:13][CH2:14][CH2:15][C:16]#[CH:17])[CH:4]=[C:3]([O:2][CH3:1])[CH:8]=1, predict the reactants needed to synthesize it. The reactants are: [CH3:1][O:2][C:3]1[CH:4]=[C:5]([C:11]([CH3:23])([CH3:22])[CH2:12][CH2:13][CH2:14][CH2:15][C:16]#[C:17][Si](C)(C)C)[CH:6]=[C:7]([O:9][CH3:10])[CH:8]=1.C(=O)([O-])[O-].[K+].[K+].